Dataset: Full USPTO retrosynthesis dataset with 1.9M reactions from patents (1976-2016). Task: Predict the reactants needed to synthesize the given product. (1) The reactants are: [CH3:1][O:2][C:3]1[CH:28]=[CH:27][C:6]([CH2:7][N:8]2[C:12]3=[N:13][CH:14]=[CH:15][C:16]([O:17][C:18]4[CH:23]=[CH:22][C:21]([NH2:24])=[CH:20][C:19]=4[F:25])=[C:11]3[C:10](I)=[N:9]2)=[CH:5][CH:4]=1.[F:29][CH2:30][CH2:31][N:32]1[CH2:37][CH2:36][CH:35]([NH2:38])[CH2:34][CH2:33]1. Given the product [CH3:1][O:2][C:3]1[CH:28]=[CH:27][C:6]([CH2:7][N:8]2[C:12]3=[N:13][CH:14]=[CH:15][C:16]([O:17][C:18]4[CH:23]=[CH:22][C:21]([NH2:24])=[CH:20][C:19]=4[F:25])=[C:11]3[C:10]([NH:38][CH:35]3[CH2:36][CH2:37][N:32]([CH2:31][CH2:30][F:29])[CH2:33][CH2:34]3)=[N:9]2)=[CH:5][CH:4]=1, predict the reactants needed to synthesize it. (2) Given the product [NH:8]1[C:7]2[CH:6]=[CH:5][C:4]([S:9]([OH:12])(=[O:10])=[O:11])=[CH:3][C:2]=2[N:1]=[C:17]1[C:16]1[NH:15][C:18]2[CH:19]=[CH:5][C:4]([S:9]([OH:12])(=[O:11])=[O:10])=[CH:3][C:2]=2[N:1]=1, predict the reactants needed to synthesize it. The reactants are: [NH2:1][C:2]1[CH:3]=[C:4]([S:9]([OH:12])(=[O:11])=[O:10])[CH:5]=[CH:6][C:7]=1[NH2:8].C([N:15]([CH2:18][CH3:19])[CH2:16][CH3:17])C.Cl. (3) Given the product [CH2:1]([N:8]1[CH2:4][C:3]2[C:11](=[CH:12][CH:13]=[CH:1][CH:2]=2)[CH2:10]1)[C:2]1[CH:7]=[CH:6][CH:5]=[CH:4][CH:3]=1, predict the reactants needed to synthesize it. The reactants are: [CH2:1]([NH2:8])[C:2]1[CH:7]=[CH:6][CH:5]=[CH:4][CH:3]=1.O1[CH2:13][CH2:12][CH2:11][CH2:10]1.